This data is from Catalyst prediction with 721,799 reactions and 888 catalyst types from USPTO. The task is: Predict which catalyst facilitates the given reaction. (1) The catalyst class is: 4. Product: [OH:32][C@H:28]1[CH2:29][CH2:30][CH2:31][C@@H:26]([NH:25][C:20]([C:18]2[O:17][N:16]=[C:15]([C:12]3[CH:11]=[CH:10][C:9]([C:8]([F:7])([F:24])[F:23])=[CH:14][CH:13]=3)[CH:19]=2)=[O:22])[CH2:27]1. Reactant: C(OCC)(=O)C.[F:7][C:8]([F:24])([F:23])[C:9]1[CH:14]=[CH:13][C:12]([C:15]2[CH:19]=[C:18]([C:20]([OH:22])=O)[O:17][N:16]=2)=[CH:11][CH:10]=1.[NH2:25][C@@H:26]1[CH2:31][CH2:30][CH2:29][C@H:28]([OH:32])[CH2:27]1.C(N(C(C)C)CC)(C)C. (2) Reactant: [Cl:1][C:2]1[CH:3]=[C:4]([CH:8]=[CH:9][C:10]=1[O:11][CH2:12][CH2:13][CH3:14])[C:5]([OH:7])=O.O[NH:16][C:17](=[NH:29])[C:18]1[CH:23]=[CH:22][C:21]([O:24][CH:25]([CH3:27])[CH3:26])=[C:20]([I:28])[CH:19]=1.C(Cl)CCl.CCCC[N+](CCCC)(CCCC)CCCC.[F-]. Product: [Cl:1][C:2]1[CH:3]=[C:4]([C:5]2[O:7][N:16]=[C:17]([C:18]3[CH:23]=[CH:22][C:21]([O:24][CH:25]([CH3:26])[CH3:27])=[C:20]([I:28])[CH:19]=3)[N:29]=2)[CH:8]=[CH:9][C:10]=1[O:11][CH2:12][CH2:13][CH3:14]. The catalyst class is: 827. (3) Reactant: Br[C:2]1[CH:3]=[C:4]([CH:13]=[CH:14][C:15]=1[O:16][CH3:17])[C:5]([C:7]1[CH:12]=[CH:11][CH:10]=[CH:9][CH:8]=1)=[O:6].[CH3:18][O:19][C:20]1[CH:25]=[CH:24][C:23](B(O)O)=[CH:22][CH:21]=1.COCCOC.C(=O)([O-])[O-].[Na+].[Na+]. Product: [CH3:17][O:16][C:15]1[CH:14]=[CH:13][C:4]([C:5]([C:7]2[CH:12]=[CH:11][CH:10]=[CH:9][CH:8]=2)=[O:6])=[CH:3][C:2]=1[C:23]1[CH:24]=[CH:25][C:20]([O:19][CH3:18])=[CH:21][CH:22]=1. The catalyst class is: 234. (4) Reactant: [CH2:1]([O:8][N:9]1[C:15](=[O:16])[N:14]2[CH2:17][C@H:10]1[CH2:11][CH2:12][C@H:13]2[C:18]([OH:20])=[O:19])[C:2]1[CH:7]=[CH:6][CH:5]=[CH:4][CH:3]=1.CN1CCOCC1.ClC(OCC(C)C)=O.O[N:37]1[C:41](=[O:42])[CH2:40][CH2:39][C:38]1=[O:43]. Product: [CH2:1]([O:8][N:9]1[C:15](=[O:16])[N:14]2[CH2:17][C@H:10]1[CH2:11][CH2:12][C@H:13]2[C:18]([O:20][N:37]1[C:41](=[O:42])[CH2:40][CH2:39][C:38]1=[O:43])=[O:19])[C:2]1[CH:7]=[CH:6][CH:5]=[CH:4][CH:3]=1. The catalyst class is: 4.